Dataset: Full USPTO retrosynthesis dataset with 1.9M reactions from patents (1976-2016). Task: Predict the reactants needed to synthesize the given product. (1) The reactants are: CN([CH:4]=[O:5])C.[CH3:6][C:7]1[C:15]([N+:16]([O-:18])=[O:17])=[CH:14][CH:13]=[CH:12][C:8]=1[C:9](O)=[O:10].IC. Given the product [CH3:6][C:7]1[C:15]([N+:16]([O-:18])=[O:17])=[CH:14][CH:13]=[CH:12][C:8]=1[C:9]([O:5][CH3:4])=[O:10], predict the reactants needed to synthesize it. (2) Given the product [C:1]([O:14][C@H:15]([C@H:23]1[O:28][C@@H:27]([CH3:29])[CH2:26][N:25]([C:30]2[CH:34]=[CH:33][N:32]([C:35]3[CH:40]=[C:39]([C:41]([F:44])([F:43])[F:42])[N:38]=[N:37][CH:36]=3)[N:31]=2)[C:24]1=[O:45])[C:16]([O:18][C:19]([CH3:20])([CH3:21])[CH3:22])=[O:17])(=[O:3])[CH3:2], predict the reactants needed to synthesize it. The reactants are: [C:1](OC(=O)C)(=[O:3])[CH3:2].N1C=CC=CC=1.[OH:14][C@H:15]([C@H:23]1[O:28][C@@H:27]([CH3:29])[CH2:26][N:25]([C:30]2[CH:34]=[CH:33][N:32]([C:35]3[CH:40]=[C:39]([C:41]([F:44])([F:43])[F:42])[N:38]=[N:37][CH:36]=3)[N:31]=2)[C:24]1=[O:45])[C:16]([O:18][C:19]([CH3:22])([CH3:21])[CH3:20])=[O:17].